The task is: Regression. Given a peptide amino acid sequence and an MHC pseudo amino acid sequence, predict their binding affinity value. This is MHC class II binding data.. This data is from Peptide-MHC class II binding affinity with 134,281 pairs from IEDB. (1) The peptide sequence is MKSSWGAIWRIDPKK. The MHC is HLA-DQA10501-DQB10201 with pseudo-sequence HLA-DQA10501-DQB10201. The binding affinity (normalized) is 0.135. (2) The peptide sequence is SGARSNVTFTVNQTS. The MHC is DRB1_0404 with pseudo-sequence DRB1_0404. The binding affinity (normalized) is 0.517.